From a dataset of Full USPTO retrosynthesis dataset with 1.9M reactions from patents (1976-2016). Predict the reactants needed to synthesize the given product. Given the product [C:26]([NH:23][CH2:22][CH2:21][C:11]1[C@@H:10]2[CH2:17][N:14]([C:15](=[O:16])[N:9]2[O:8][CH2:1][C:2]2[CH:7]=[CH:6][CH:5]=[CH:4][CH:3]=2)[C@H:13]([C:18]([NH2:20])=[O:19])[CH:12]=1)(=[O:28])[CH3:27], predict the reactants needed to synthesize it. The reactants are: [CH2:1]([O:8][N:9]1[C:15](=[O:16])[N:14]2[CH2:17][C@H:10]1[C:11]([CH2:21][CH2:22][N+:23]([O-])=O)=[CH:12][C@H:13]2[C:18]([NH2:20])=[O:19])[C:2]1[CH:7]=[CH:6][CH:5]=[CH:4][CH:3]=1.[C:26](O)(=[O:28])[CH3:27].CCN(C(C)C)C(C)C.C(OC(=O)C)(=O)C.